Dataset: Reaction yield outcomes from USPTO patents with 853,638 reactions. Task: Predict the reaction yield, written as a fraction of the theoretical maximum amount of product (1.0 means a 100% yield; for example, 0.34 means a 34% yield). (1) The reactants are [Cl:1][CH2:2][C:3]1[O:7][N:6]=[C:5]([C:8]([C:10]2[CH:15]=[CH:14][CH:13]=[CH:12][CH:11]=2)=[O:9])[CH:4]=1.[CH:16]1([Mg]Cl)[CH2:21][CH2:20][CH2:19][CH2:18][CH2:17]1.Cl. The catalyst is C(OCC)C. The product is [Cl:1][CH2:2][C:3]1[O:7][N:6]=[C:5]([C:8]([CH:16]2[CH2:21][CH2:20][CH2:19][CH2:18][CH2:17]2)([C:10]2[CH:15]=[CH:14][CH:13]=[CH:12][CH:11]=2)[OH:9])[CH:4]=1. The yield is 0.580. (2) The reactants are [CH3:1][O:2][C:3]1[CH:8]=[CH:7][C:6]([C:9]2[C:17]3[C:12](=[CH:13][CH:14]=[C:15]([NH:18][C:19]([C:21]4[CH:30]=[CH:29][C:24]([C:25]([O:27][CH3:28])=[O:26])=[CH:23][CH:22]=4)=[O:20])[CH:16]=3)[N:11](C3CCCCO3)[N:10]=2)=[CH:5][CH:4]=1.C(=O)(O)[O-].[Na+]. The catalyst is O1CCCC1.Cl. The product is [CH3:1][O:2][C:3]1[CH:4]=[CH:5][C:6]([C:9]2[C:17]3[C:12](=[CH:13][CH:14]=[C:15]([NH:18][C:19]([C:21]4[CH:30]=[CH:29][C:24]([C:25]([O:27][CH3:28])=[O:26])=[CH:23][CH:22]=4)=[O:20])[CH:16]=3)[NH:11][N:10]=2)=[CH:7][CH:8]=1. The yield is 1.00. (3) The reactants are [CH:1]1([CH2:4][C:5](=O)/[C:6](/[C:11]2[CH:16]=[CH:15][N:14]=[C:13]([NH:17][C:18]3[CH:23]=[CH:22][N:21]=[CH:20][CH:19]=3)[N:12]=2)=[CH:7]\N(C)C)[CH2:3][CH2:2]1.[OH:25][CH2:26][C@@H:27]([NH:29][C:30]([NH2:32])=[NH:31])[CH3:28].C(=O)([O-])[O-].[K+].[K+]. The catalyst is CN(C=O)C. The product is [CH:1]1([CH2:4][C:5]2[C:6]([C:11]3[CH:16]=[CH:15][N:14]=[C:13]([NH:17][C:18]4[CH:23]=[CH:22][N:21]=[CH:20][CH:19]=4)[N:12]=3)=[CH:7][N:32]=[C:30]([NH:29][C@@H:27]([CH3:28])[CH2:26][OH:25])[N:31]=2)[CH2:3][CH2:2]1. The yield is 0.410. (4) The reactants are [Li]CCCC.Br[C:7]1[CH:21]=[CH:20][C:10]([O:11][CH2:12][C@H:13]2[CH2:17][O:16][C:15]([CH3:19])([CH3:18])[O:14]2)=[CH:9][C:8]=1[C:22]([F:25])([F:24])[F:23].CN([CH:29]=[O:30])C. The catalyst is C1COCC1. The product is [CH3:18][C:15]1([CH3:19])[O:14][C@@H:13]([CH2:12][O:11][C:10]2[CH:20]=[CH:21][C:7]([CH:29]=[O:30])=[C:8]([C:22]([F:25])([F:24])[F:23])[CH:9]=2)[CH2:17][O:16]1. The yield is 0.840. (5) The product is [SH:17][C:16]1[N:15]=[C:10]([OH:12])[C:5]2[C@H:4]([CH3:3])[CH2:8][CH2:7][C:6]=2[N:18]=1. The yield is 0.560. The reactants are [OH-].[K+].[CH3:3][C@@H:4]1[CH2:8][CH2:7][C:6](=O)[CH:5]1[C:10]([O:12]CC)=O.[NH2:15][C:16]([NH2:18])=[S:17]. The catalyst is O.C(O)C. (6) The reactants are [Br:1][C:2]1[CH:3]=[C:4]([C:8]2(C3C=CC=CC=3)[C:17]3[C:12](=[CH:13][C:14](OC)=[C:15]4O[C:19]([CH3:22])([CH3:21])[CH2:18][C:16]4=3)[CH2:11][C:10]([CH3:26])([CH3:25])N2)[CH:5]=[CH:6][CH:7]=1.[CH2:33]=[O:34].[Br-:35].[Na+].[C:37](O)(=O)C.S(=O)(=O)(O)O.[OH2:46].[NH3:47]. No catalyst specified. The product is [Br:35][CH2:14][C:15]1[C:33]([O:34][CH3:37])=[C:13]2[O:46][C:10]([CH3:26])([CH3:25])[CH2:11][C:12]2=[C:17]2[C:16]=1[CH2:18][C:19]([CH3:21])([CH3:22])[N:47]=[C:8]2[C:4]1[CH:5]=[CH:6][CH:7]=[C:2]([Br:1])[CH:3]=1. The yield is 0.370. (7) The catalyst is CN(C=O)C. The reactants are [NH2:1][C:2]1[C:3](=[O:8])[NH:4][CH:5]=[CH:6][CH:7]=1.[I-].[Na+].Br[CH2:12][CH2:13][CH2:14][CH2:15][CH2:16][N:17]1[C:26]2[C:21]([C:22](=[O:28])[NH:23][C:24](=[O:27])[N:25]=2)=[N:20][C:19]2[CH:29]=[C:30]([CH3:34])[C:31]([CH3:33])=[CH:32][C:18]1=2. The yield is 0.0660. The product is [CH3:34][C:30]1[C:31]([CH3:33])=[CH:32][C:18]2[N:17]([CH2:16][CH2:15][CH2:14][CH2:13][CH2:12][NH:1][C:2]3[C:3](=[O:8])[NH:4][CH:5]=[CH:6][CH:7]=3)[C:26]3[C:21]([C:22](=[O:28])[NH:23][C:24](=[O:27])[N:25]=3)=[N:20][C:19]=2[CH:29]=1.